The task is: Predict the reactants needed to synthesize the given product.. This data is from Full USPTO retrosynthesis dataset with 1.9M reactions from patents (1976-2016). (1) The reactants are: O([C:9]([O:11][C:12]([CH3:15])([CH3:14])[CH3:13])=[O:10])[C:9]([O:11][C:12]([CH3:15])([CH3:14])[CH3:13])=[O:10].[C:16]1([NH2:23])[CH:21]=[CH:20][CH:19]=[C:18]([NH2:22])[CH:17]=1. Given the product [C:12]([O:11][C:9](=[O:10])[NH:22][C:18]1[CH:19]=[CH:20][CH:21]=[C:16]([NH2:23])[CH:17]=1)([CH3:13])([CH3:14])[CH3:15], predict the reactants needed to synthesize it. (2) Given the product [CH2:88]([O:87][C:85](=[O:86])[CH:6]([C:7]1[CH:12]=[CH:11][C:10]([O:35][CH2:34][CH2:33][C:31]2[N:32]=[C:28]([C:25]3[CH:24]=[CH:23][C:22]([CH:19]([CH3:21])[CH3:20])=[CH:27][CH:26]=3)[S:29][C:30]=2[CH3:36])=[C:9]([CH3:14])[CH:8]=1)[CH3:5])[CH3:89], predict the reactants needed to synthesize it. The reactants are: C(OC(=O)[CH:5](OCC)[CH2:6][C:7]1[CH:12]=[CH:11][C:10](O)=[C:9]([CH3:14])[CH:8]=1)C.[CH:19]([C:22]1[CH:27]=[CH:26][C:25]([C:28]2[S:29][C:30]([CH3:36])=[C:31]([CH2:33][CH2:34][OH:35])[N:32]=2)=[CH:24][CH:23]=1)([CH3:21])[CH3:20].COC(=O)CC(=O)C(Br)C.C(C1C=CC(C(N)=S)=CC=1)(C)C.C1(P(C2C=CC=CC=2)C2C=CC=CC=2)C=CC=CC=1.N([C:85]([O:87][CH2:88][CH3:89])=[O:86])=N[C:85]([O:87][CH2:88][CH3:89])=[O:86]. (3) Given the product [NH2:1][C@H:2]([C:29]([OH:31])=[O:30])[CH2:3][CH2:4][CH2:5][CH2:6][NH:7][C:8]([C:23]1[CH:28]=[CH:27][CH:26]=[CH:25][CH:24]=1)([C:17]1[CH:22]=[CH:21][CH:20]=[CH:19][CH:18]=1)[C:9]1[CH:16]=[CH:15][C:12]([O:13][CH3:14])=[CH:11][CH:10]=1, predict the reactants needed to synthesize it. The reactants are: [NH:1](C(OCC1C2C(=CC=CC=2)C2C1=CC=CC=2)=O)[C@H:2]([C:29]([OH:31])=[O:30])[CH2:3][CH2:4][CH2:5][CH2:6][NH:7][C:8]([C:23]1[CH:28]=[CH:27][CH:26]=[CH:25][CH:24]=1)([C:17]1[CH:22]=[CH:21][CH:20]=[CH:19][CH:18]=1)[C:9]1[CH:16]=[CH:15][C:12]([O:13][CH3:14])=[CH:11][CH:10]=1.C(Cl)Cl.C(#N)C.C(NCC)C.